Dataset: Catalyst prediction with 721,799 reactions and 888 catalyst types from USPTO. Task: Predict which catalyst facilitates the given reaction. (1) Reactant: O.[NH:2]=[C:3]1[C:12]2[C:7](=[CH:8][C:9]([O:15][CH2:16][CH2:17][CH2:18][N:19]3[CH2:24][CH2:23][O:22][CH2:21][CH2:20]3)=[C:10]([O:13][CH3:14])[CH:11]=2)[N:6]=[CH:5][N:4]1[C:25]1[NH:26][C:27]([C:30]([O-:32])=[O:31])=[CH:28][N:29]=1.[Na]. Product: [CH3:14][O:13][C:10]1[CH:11]=[C:12]2[C:7](=[CH:8][C:9]=1[O:15][CH2:16][CH2:17][CH2:18][N:19]1[CH2:24][CH2:23][O:22][CH2:21][CH2:20]1)[N:6]=[CH:5][N:2]=[C:3]2[NH:4][C:25]1[NH:26][C:27]([C:30]([OH:32])=[O:31])=[CH:28][N:29]=1. The catalyst class is: 5. (2) Reactant: [Cl:1][C:2]1[CH:13]=[C:6]2[C:7]([O:9]C(=O)[NH:11][C:5]2=[CH:4][CH:3]=1)=O.Cl.[NH2:15][CH:16]1[CH2:21][CH2:20][C:19](=[O:22])[NH:18][C:17]1=[O:23].C(N(CC)CC)C.C(O)(=O)C. Product: [NH2:11][C:5]1[CH:4]=[CH:3][C:2]([Cl:1])=[CH:13][C:6]=1[C:7]([NH:15][CH:16]1[CH2:21][CH2:20][C:19](=[O:22])[NH:18][C:17]1=[O:23])=[O:9]. The catalyst class is: 10. (3) Reactant: [Cl:1][C:2]1[CH:3]=[C:4]([CH:8]=[CH:9][CH:10]=1)[C:5]([OH:7])=O.Cl.[CH3:12][O:13][C:14](=[O:19])[C@H:15]([CH2:17][OH:18])[NH2:16].C1C=CC2N(O)N=NC=2C=1.CN1CCOCC1.CCN=C=NCCCN(C)C. Product: [CH3:12][O:13][C:14](=[O:19])[CH:15]([NH:16][C:5](=[O:7])[C:4]1[CH:8]=[CH:9][CH:10]=[C:2]([Cl:1])[CH:3]=1)[CH2:17][OH:18]. The catalyst class is: 39. (4) The catalyst class is: 6. Product: [CH2:12]([S:4][CH2:3][C@@H:2]([C:5]([OH:7])=[O:6])[NH2:1])[CH:11]=[CH2:10]. Reactant: [NH2:1][C@H:2]([C:5]([OH:7])=[O:6])[CH2:3][SH:4].[OH-].[Na+].[CH2:10](Br)[CH:11]=[CH2:12].C(O)(=O)C. (5) Reactant: [CH3:1][O:2][C:3](=[O:35])[C:4]1[CH:9]=[CH:8][CH:7]=[C:6]([CH2:10][N:11]2[C:16](=[O:17])[CH:15]=[CH:14][C:13]([C:18]3[CH:23]=[CH:22][CH:21]=[C:20]([CH2:24][CH2:25][N:26]4[C:30]([N+:31]([O-])=O)=[CH:29][C:28]([CH3:34])=[N:27]4)[CH:19]=3)=[N:12]2)[CH:5]=1.Cl[Sn]Cl. Product: [CH3:1][O:2][C:3](=[O:35])[C:4]1[CH:9]=[CH:8][CH:7]=[C:6]([CH2:10][N:11]2[C:16](=[O:17])[CH:15]=[CH:14][C:13]([C:18]3[CH:23]=[CH:22][CH:21]=[C:20]([CH2:24][CH2:25][N:26]4[C:30]([NH2:31])=[CH:29][C:28]([CH3:34])=[N:27]4)[CH:19]=3)=[N:12]2)[CH:5]=1. The catalyst class is: 88. (6) Reactant: C[Si]([C:5]#[C:6][C:7]1[CH:16]=[C:15]2[C:10]([C:11](=[O:21])[N:12]3[CH2:20][CH2:19][NH:18][CH2:17][C:13]3=[N:14]2)=[CH:9][CH:8]=1)(C)C.[OH-].[K+]. Product: [C:6]([C:7]1[CH:16]=[C:15]2[C:10]([C:11](=[O:21])[N:12]3[CH2:20][CH2:19][NH:18][CH2:17][C:13]3=[N:14]2)=[CH:9][CH:8]=1)#[CH:5]. The catalyst class is: 5. (7) Reactant: C([O:3][C:4](=[O:41])[C:5]([CH3:40])([O:13][C:14]1[CH:19]=[CH:18][C:17]([O:20][CH2:21][CH2:22][C:23]2[N:24]=[C:25]([C:29]3[CH:34]=[CH:33][CH:32]=[C:31]([C:35]4[S:36][CH:37]=[CH:38][CH:39]=4)[CH:30]=3)[O:26][C:27]=2[CH3:28])=[CH:16][CH:15]=1)[CH2:6][C:7]1[CH:12]=[CH:11][CH:10]=[CH:9][CH:8]=1)C.[OH-].[Na+]. Product: [CH3:40][C:5]([O:13][C:14]1[CH:15]=[CH:16][C:17]([O:20][CH2:21][CH2:22][C:23]2[N:24]=[C:25]([C:29]3[CH:34]=[CH:33][CH:32]=[C:31]([C:35]4[S:36][CH:37]=[CH:38][CH:39]=4)[CH:30]=3)[O:26][C:27]=2[CH3:28])=[CH:18][CH:19]=1)([CH2:6][C:7]1[CH:8]=[CH:9][CH:10]=[CH:11][CH:12]=1)[C:4]([OH:41])=[O:3]. The catalyst class is: 5. (8) Reactant: [CH3:1][C:2]1[CH2:7][CH2:6][CH2:5][C:4]([CH3:9])([CH3:8])[C:3]=1[CH2:10][OH:11].[Cl:12][C:13]1[CH:14]=[C:15](O)[CH:16]=[CH:17][CH:18]=1.C1(P(C2C=CC=CC=2)C2C=CC=CC=2)C=CC=CC=1.N(C(OCC)=O)=NC(OCC)=O. Product: [Cl:12][C:13]1[CH:14]=[CH:15][CH:16]=[C:17]([O:11][CH2:10][C:3]2[C:4]([CH3:8])([CH3:9])[CH2:5][CH2:6][CH2:7][C:2]=2[CH3:1])[CH:18]=1. The catalyst class is: 7. (9) Reactant: Cl[C:2]1[C:11]2[C:6](=[CH:7][CH:8]=[CH:9][CH:10]=2)[N:5]=[C:4]([C:12]2[CH:17]=[CH:16][CH:15]=[CH:14][CH:13]=2)[C:3]=1[CH3:18].[O:19]1[CH2:24][CH2:23][N:22]([C:25]2[CH:30]=[CH:29][C:28]([N:31]3[CH2:36][CH2:35][O:34][CH2:33][CH2:32]3)=[CH:27][C:26]=2[NH2:37])[CH2:21][CH2:20]1.Cl.O1CCOCC1. Product: [N:22]1([C:25]2[CH:30]=[CH:29][C:28]([N:31]3[CH2:32][CH2:33][O:34][CH2:35][CH2:36]3)=[CH:27][C:26]=2[NH:37][C:2]2[C:11]3[C:6](=[CH:7][CH:8]=[CH:9][CH:10]=3)[N:5]=[C:4]([C:12]3[CH:17]=[CH:16][CH:15]=[CH:14][CH:13]=3)[C:3]=2[CH3:18])[CH2:23][CH2:24][O:19][CH2:20][CH2:21]1. The catalyst class is: 5. (10) Reactant: [F:1][C:2]([F:29])([F:28])[C:3]1[CH:4]=[C:5]([CH:25]=[CH:26][CH:27]=1)[CH2:6][O:7][N:8]=[C:9]1[CH2:14][CH2:13][N:12]([S:15]([C:18]2[CH:19]=[N:20][C:21](Cl)=[CH:22][CH:23]=2)(=[O:17])=[O:16])[CH2:11][CH2:10]1.[CH3:30][O-:31].[Na+]. Product: [F:1][C:2]([F:29])([F:28])[C:3]1[CH:4]=[C:5]([CH:25]=[CH:26][CH:27]=1)[CH2:6][O:7][N:8]=[C:9]1[CH2:14][CH2:13][N:12]([S:15]([C:18]2[CH:19]=[N:20][C:21]([O:31][CH3:30])=[CH:22][CH:23]=2)(=[O:17])=[O:16])[CH2:11][CH2:10]1. The catalyst class is: 5.